From a dataset of Forward reaction prediction with 1.9M reactions from USPTO patents (1976-2016). Predict the product of the given reaction. (1) The product is: [CH2:9]([O:17][C:2]1[O:3][C:4]2[C:9]([C:10](=[O:15])[C:11]=1[CH2:12][CH2:13][CH3:14])=[CH:8][C:7]([I:16])=[CH:6][CH:5]=2)[CH2:4][CH2:5][CH3:6]. Given the reactants Cl[C:2]1[O:3][C:4]2[C:9]([C:10](=[O:15])[C:11]=1[CH2:12][CH2:13][CH3:14])=[CH:8][C:7]([I:16])=[CH:6][CH:5]=2.[OH2:17], predict the reaction product. (2) The product is: [F:21][CH:2]([F:1])[CH2:3][N:4]1[C@@H:9]2[CH2:10][CH2:11][C@H:5]1[CH2:6][C:7]([C:14]1[CH:15]=[N:16][CH:17]=[C:18]([I:20])[CH:19]=1)([C:12](=[S:23])[NH2:13])[CH2:8]2. Given the reactants [F:1][CH:2]([F:21])[CH2:3][N:4]1[C@@H:9]2[CH2:10][CH2:11][C@H:5]1[CH2:6][C:7]([C:14]1[CH:15]=[N:16][CH:17]=[C:18]([I:20])[CH:19]=1)([C:12]#[N:13])[CH2:8]2.[NH4+]=[S:23].O, predict the reaction product.